From a dataset of Forward reaction prediction with 1.9M reactions from USPTO patents (1976-2016). Predict the product of the given reaction. (1) Given the reactants [Cl:1][C:2]1[CH:3]=[C:4]([C@@H:8]([C@@H:17]2[CH2:22][CH2:21][CH2:20][N:19]([C:23](=[O:36])[NH:24][CH2:25][C@@H:26]([NH:34][CH3:35])[CH2:27][C@H:28]3[CH2:33][CH2:32][CH2:31][O:30][CH2:29]3)[CH2:18]2)[O:9][CH2:10][CH2:11][NH:12][C:13](=[O:16])[O:14][CH3:15])[CH:5]=[CH:6][CH:7]=1.[C:37]([OH:42])(=[O:41])[C:38]([OH:40])=[O:39], predict the reaction product. The product is: [C:37]([OH:42])(=[O:41])[C:38]([OH:40])=[O:39].[Cl:1][C:2]1[CH:3]=[C:4]([C@@H:8]([C@@H:17]2[CH2:22][CH2:21][CH2:20][N:19]([C:23](=[O:36])[NH:24][CH2:25][C@@H:26]([NH:34][CH3:35])[CH2:27][C@H:28]3[CH2:33][CH2:32][CH2:31][O:30][CH2:29]3)[CH2:18]2)[O:9][CH2:10][CH2:11][NH:12][C:13](=[O:16])[O:14][CH3:15])[CH:5]=[CH:6][CH:7]=1. (2) Given the reactants [CH2:1]([CH:4]1[CH2:9][CH2:8][CH:7]([C:10]2[CH:15]=[CH:14][C:13]([C:16]3[CH:21]=[CH:20][C:19]([OH:22])=[C:18]([C:23]([F:26])([F:25])[F:24])[C:17]=3[C:27]([F:30])([F:29])[F:28])=[CH:12][CH:11]=2)[CH2:6][CH2:5]1)[CH2:2][CH3:3].[C:31](=O)([O-])[O-].[K+].[K+].CO.CI, predict the reaction product. The product is: [CH2:1]([CH:4]1[CH2:5][CH2:6][CH:7]([C:10]2[CH:11]=[CH:12][C:13]([C:16]3[CH:21]=[CH:20][C:19]([O:22][CH3:31])=[C:18]([C:23]([F:24])([F:25])[F:26])[C:17]=3[C:27]([F:28])([F:29])[F:30])=[CH:14][CH:15]=2)[CH2:8][CH2:9]1)[CH2:2][CH3:3]. (3) The product is: [CH2:11]([O:13][C:14](=[O:34])[CH:15]=[C:16]([C:2]1[CH:10]=[CH:9][CH:8]=[C:7]2[C:3]=1[CH:4]=[N:5][NH:6]2)[C:17]1[CH:22]=[CH:21][CH:20]=[CH:19][CH:18]=1)[CH3:12]. Given the reactants Br[C:2]1[CH:10]=[CH:9][CH:8]=[C:7]2[C:3]=1[CH:4]=[N:5][NH:6]2.[CH2:11]([O:13][C:14](=[O:34])[CH:15]=[C:16](C1C=CC(OC)=C2C=1C=CN2)[C:17]1[CH:22]=[CH:21][CH:20]=[CH:19][CH:18]=1)[CH3:12], predict the reaction product. (4) The product is: [CH3:12][N:5]1[CH2:4][C:3]2[C:7](=[CH:8][CH:9]=[CH:10][C:2]=2[NH:1][C:29]([C:27]2[N:26]([CH2:32][CH3:33])[N:25]=[C:24]([C:21]([CH3:20])([CH3:23])[CH3:22])[CH:28]=2)=[O:30])[C:6]1=[O:11]. Given the reactants [NH2:1][C:2]1[CH:10]=[CH:9][CH:8]=[C:7]2[C:3]=1[CH2:4][N:5]([CH3:12])[C:6]2=[O:11].C(N(CC)CC)C.[CH3:20][C:21]([C:24]1[CH:28]=[C:27]([C:29](Cl)=[O:30])[N:26]([CH2:32][CH3:33])[N:25]=1)([CH3:23])[CH3:22].C(OCC)(=O)C, predict the reaction product. (5) Given the reactants [C:1]([CH:4](OS(C1C=CC(C)=CC=1)(=O)=O)[C:5]1[CH:10]=[CH:9][CH:8]=[CH:7][CH:6]=1)(=[O:3])[NH2:2].[CH3:22][O:23][C:24]1[CH:25]=[C:26]2[C:31](=[CH:32][C:33]=1[O:34][CH3:35])[C@H:30]([CH2:36][CH2:37][C:38]1[C:43]([F:44])=[CH:42][CH:41]=[C:40]([F:45])[C:39]=1[F:46])[NH:29][CH2:28][CH2:27]2, predict the reaction product. The product is: [CH3:22][O:23][C:24]1[CH:25]=[C:26]2[C:31](=[CH:32][C:33]=1[O:34][CH3:35])[C@H:30]([CH2:36][CH2:37][C:38]1[C:43]([F:44])=[CH:42][CH:41]=[C:40]([F:45])[C:39]=1[F:46])[N:29]([C@H:4]([C:5]1[CH:6]=[CH:7][CH:8]=[CH:9][CH:10]=1)[C:1]([NH2:2])=[O:3])[CH2:28][CH2:27]2.